From a dataset of Peptide-MHC class II binding affinity with 134,281 pairs from IEDB. Regression. Given a peptide amino acid sequence and an MHC pseudo amino acid sequence, predict their binding affinity value. This is MHC class II binding data. (1) The peptide sequence is KVSFEPIPIHYCAPAGFA. The MHC is DRB5_0101 with pseudo-sequence DRB5_0101. The binding affinity (normalized) is 0.480. (2) The peptide sequence is PVVHFFKNIVTPRTPPY. The MHC is DRB1_0901 with pseudo-sequence DRB1_0901. The binding affinity (normalized) is 0.581. (3) The peptide sequence is RRGSANGKTLGEVWK. The MHC is HLA-DQA10601-DQB10402 with pseudo-sequence HLA-DQA10601-DQB10402. The binding affinity (normalized) is 0. (4) The peptide sequence is APWIEQEGPEYWDQE. The MHC is HLA-DQA10501-DQB10201 with pseudo-sequence HLA-DQA10501-DQB10201. The binding affinity (normalized) is 0.831. (5) The binding affinity (normalized) is 0. The MHC is DRB1_1201 with pseudo-sequence DRB1_1201. The peptide sequence is KTVSEGAVDIINKWQ. (6) The peptide sequence is ANMWSLMYFHKRDMR. The binding affinity (normalized) is 0. The MHC is HLA-DQA10501-DQB10303 with pseudo-sequence HLA-DQA10501-DQB10303. (7) The peptide sequence is SNLELLRISLLLIQS. The MHC is DRB1_0701 with pseudo-sequence DRB1_0701. The binding affinity (normalized) is 0.403.